Dataset: Merck oncology drug combination screen with 23,052 pairs across 39 cell lines. Task: Regression. Given two drug SMILES strings and cell line genomic features, predict the synergy score measuring deviation from expected non-interaction effect. (1) Drug 1: O=S1(=O)NC2(CN1CC(F)(F)F)C1CCC2Cc2cc(C=CCN3CCC(C(F)(F)F)CC3)ccc2C1. Drug 2: COC1CC2CCC(C)C(O)(O2)C(=O)C(=O)N2CCCCC2C(=O)OC(C(C)CC2CCC(OP(C)(C)=O)C(OC)C2)CC(=O)C(C)C=C(C)C(O)C(OC)C(=O)C(C)CC(C)C=CC=CC=C1C. Cell line: VCAP. Synergy scores: synergy=27.7. (2) Drug 1: CCC1=CC2CN(C1)Cc1c([nH]c3ccccc13)C(C(=O)OC)(c1cc3c(cc1OC)N(C)C1C(O)(C(=O)OC)C(OC(C)=O)C4(CC)C=CCN5CCC31C54)C2. Drug 2: C=CCn1c(=O)c2cnc(Nc3ccc(N4CCN(C)CC4)cc3)nc2n1-c1cccc(C(C)(C)O)n1. Cell line: PA1. Synergy scores: synergy=-8.20.